This data is from Peptide-MHC class I binding affinity with 185,985 pairs from IEDB/IMGT. The task is: Regression. Given a peptide amino acid sequence and an MHC pseudo amino acid sequence, predict their binding affinity value. This is MHC class I binding data. (1) The MHC is HLA-A02:03 with pseudo-sequence HLA-A02:03. The peptide sequence is NLRCHSAHV. The binding affinity (normalized) is 0.779. (2) The peptide sequence is YQNEVTPEYI. The binding affinity (normalized) is 0.907. The MHC is HLA-A02:02 with pseudo-sequence HLA-A02:02. (3) The peptide sequence is IHKPRPPAT. The MHC is HLA-A11:01 with pseudo-sequence HLA-A11:01. The binding affinity (normalized) is 0.0847. (4) The peptide sequence is CFMYSDFHFI. The MHC is HLA-A24:02 with pseudo-sequence HLA-A24:02. The binding affinity (normalized) is 0.522. (5) The binding affinity (normalized) is 0.462. The peptide sequence is WICEVLSDFK. The MHC is Patr-A0101 with pseudo-sequence Patr-A0101. (6) The MHC is Mamu-A11 with pseudo-sequence Mamu-A11. The binding affinity (normalized) is 0.204. The peptide sequence is TETLAGAWGDL. (7) The peptide sequence is GLVMGHQRMR. The MHC is Patr-A0101 with pseudo-sequence Patr-A0101. The binding affinity (normalized) is 0.0565.